This data is from Forward reaction prediction with 1.9M reactions from USPTO patents (1976-2016). The task is: Predict the product of the given reaction. Given the reactants [NH2:1][C:2]1[C:3]([F:22])=[C:4]([C:9]2[C:13]([C:14]3[CH:19]=[CH:18][N:17]=[C:16]([NH:20][CH3:21])[CH:15]=3)=[CH:12][NH:11][N:10]=2)[C:5]([F:8])=[CH:6][CH:7]=1.[F:23][C:24]1[CH:29]=[CH:28][C:27]([F:30])=[CH:26][C:25]=1[S:31](Cl)(=[O:33])=[O:32], predict the reaction product. The product is: [F:22][C:3]1[C:4]([C:9]2[C:13]([C:14]3[CH:19]=[CH:18][N:17]=[C:16]([NH:20][CH3:21])[CH:15]=3)=[CH:12][NH:11][N:10]=2)=[C:5]([F:8])[CH:6]=[CH:7][C:2]=1[NH:1][S:31]([C:25]1[CH:26]=[C:27]([F:30])[CH:28]=[CH:29][C:24]=1[F:23])(=[O:33])=[O:32].